From a dataset of Full USPTO retrosynthesis dataset with 1.9M reactions from patents (1976-2016). Predict the reactants needed to synthesize the given product. (1) Given the product [C:18]([C:22]1[CH:26]=[C:25]([C:27]([O:29][CH2:30][CH3:31])=[O:28])[N:24]([C:11]2[CH:12]=[CH:13][CH:14]=[C:9]([CH2:8][OH:7])[CH:10]=2)[N:23]=1)([CH3:21])([CH3:19])[CH3:20], predict the reactants needed to synthesize it. The reactants are: N1C=CC=CC=1.[OH:7][CH2:8][C:9]1[CH:10]=[C:11](B(O)O)[CH:12]=[CH:13][CH:14]=1.[C:18]([C:22]1[CH:26]=[C:25]([C:27]([O:29][CH2:30][CH3:31])=[O:28])[NH:24][N:23]=1)([CH3:21])([CH3:20])[CH3:19]. (2) Given the product [Br:38][CH2:15][C:11]1[CH:10]=[C:9]([CH:14]=[CH:13][CH:12]=1)[O:8][CH2:7][C:6]([O:5][C:1]([CH3:4])([CH3:3])[CH3:2])=[O:17], predict the reactants needed to synthesize it. The reactants are: [C:1]([O:5][C:6](=[O:17])[CH2:7][O:8][C:9]1[CH:14]=[CH:13][CH:12]=[C:11]([CH2:15]O)[CH:10]=1)([CH3:4])([CH3:3])[CH3:2].C1(P(C2C=CC=CC=2)C2C=CC=CC=2)C=CC=CC=1.C(Br)(Br)(Br)[Br:38]. (3) Given the product [C:59]([C:12]1[C:13]([OH:19])=[CH:14][CH:15]=[C:16]2[C:11]=1[O:10][C:9]([CH:21]([CH3:23])[CH3:22])=[C:8]([C:5]1[CH:6]=[CH:7][C:2]([Cl:1])=[CH:3][CH:4]=1)[C:17]2=[O:18])(=[O:61])[CH3:60], predict the reactants needed to synthesize it. The reactants are: [Cl:1][C:2]1[CH:7]=[CH:6][C:5]([C:8]2[C:17](=[O:18])[C:16]3[C:11](=[C:12](I)[C:13]([OH:19])=[CH:14][CH:15]=3)[O:10][C:9]=2[CH:21]([CH3:23])[CH3:22])=[CH:4][CH:3]=1.C1(P(C2C=CC=CC=2)CCCP(C2C=CC=CC=2)C2C=CC=CC=2)C=CC=CC=1.C(=O)([O-])[O-].[K+].[K+].[CH:59]([O:61]CCCC)=[CH2:60].